This data is from Experimentally validated miRNA-target interactions with 360,000+ pairs, plus equal number of negative samples. The task is: Binary Classification. Given a miRNA mature sequence and a target amino acid sequence, predict their likelihood of interaction. (1) The miRNA is hsa-miR-935 with sequence CCAGUUACCGCUUCCGCUACCGC. The protein sequence of the target gene is MAMSLIQACCSLALSTWLLSFCFVHLLCLDFTVAEKEEWYTAFVNITYAEPAPDPGAGAAGGGGAELHTEKTECGRYGEHSPKQDARGEVVMASSAHDRLACDPNTKFAAPTRGKNWIALIPKGNCTYRDKIRNAFLQNASAVVIFNVGSNTNETITMPHAGVEDIVAIMIPEPKGKEIVSLLERNITVTMYITIGTRNLQKYVSRTSVVFVSISFIVLMIISLAWLVFYYIQRFRYANARDRNQRRLGDAAKKAISKLQIRTIKKGDKETESDFDNCAVCIEGYKPNDVVRILPCRHLF.... Result: 1 (interaction). (2) The miRNA is hsa-miR-384 with sequence AUUCCUAGAAAUUGUUCAUA. The protein sequence of the target gene is MTHSPATSEDEERHSASECPEGGSESDSSPDGPGRGPRGTRGQGSGAPGSLASVRGLQGRSMSVPDDAHFSMMVFRIGIPDLHQTKCLRFNPDATIWTAKQQVLCALSESLQDVLNYGLFQPATSGRDANFLEEERLLREYPQSFEKGVPYLEFRYKTRVYKQTNLDEKQLAKLHTKTGLKKFLEYVQLGTSDKVARLLDKGLDPNYHDSDSGETPLTLAAQTEGSVEVIRTLCLGGAHIDFRARDGMTALHKAACARHCLALTALLDLGGSPNYKDRRGLTPLFHTAMVGGDPRCCELL.... Result: 0 (no interaction). (3) The miRNA is hsa-miR-483-5p with sequence AAGACGGGAGGAAAGAAGGGAG. The protein sequence of the target gene is MGDSGSRRSTLVSRLPIFRRSINRRHDSLPSSPSSSNTVGVHSSSPSSTNSSSGSTGKRRSIFRTPSISFHHKKGSEPKQEPTNQNLSISNGAQPGHSNMQKLSLEEHIKTRGRHSVGFSSSRNKKITRSLTEDFEREKEHSTNKNVFINCLSSGKSEGDDSGFTEDQTRRSVKQSTRKLLPKSFSSHYKFSKPVLQSQSISLVQQSEFSLEVTQYQEREPVLVRASPSCSVDVTERAGSSLQSPLLSADLTTAQTPSEFLALTEDSVSEMDAFSKSGSMASHCDNFGHNDSTSQMSLNS.... Result: 0 (no interaction).